This data is from Reaction yield outcomes from USPTO patents with 853,638 reactions. The task is: Predict the reaction yield, written as a fraction of the theoretical maximum amount of product (1.0 means a 100% yield; for example, 0.34 means a 34% yield). (1) The reactants are [N:1]1([CH2:6][CH2:7][O:8][C:9]2[CH:14]=[CH:13][C:12]([NH2:15])=[CH:11][CH:10]=2)[CH2:5][CH2:4][CH2:3][CH2:2]1.[F:16][C:17]1[CH:18]=[C:19]2[C:23](=[CH:24][CH:25]=1)[NH:22][C:21](=[O:26])[C:20]2=[CH:27]O. No catalyst specified. The product is [F:16][C:17]1[CH:18]=[C:19]2[C:23](=[CH:24][CH:25]=1)[NH:22][C:21](=[O:26])[C:20]2=[CH:27][NH:15][C:12]1[CH:11]=[CH:10][C:9]([O:8][CH2:7][CH2:6][N:1]2[CH2:5][CH2:4][CH2:3][CH2:2]2)=[CH:14][CH:13]=1. The yield is 0.690. (2) The reactants are I[C:2]1[CH:15]=[CH:14][C:5]([C:6]([C:8]2[CH:13]=[CH:12][CH:11]=[CH:10][CH:9]=2)=[O:7])=[CH:4][CH:3]=1.CN(C=O)C.C(N(CC)CC)C.[CH2:28]([O:30][SiH:31]([O:35][CH2:36][CH3:37])[O:32][CH2:33][CH3:34])[CH3:29]. The catalyst is CCOCC. The product is [CH2:28]([O:30][Si:31]([O:35][CH2:36][CH3:37])([O:32][CH2:33][CH3:34])[C:2]1[CH:15]=[CH:14][C:5]([C:6]([C:8]2[CH:13]=[CH:12][CH:11]=[CH:10][CH:9]=2)=[O:7])=[CH:4][CH:3]=1)[CH3:29]. The yield is 0.800. (3) The reactants are [N+:1]([C:4]1[CH:13]=[C:12]([C:14]([F:17])([F:16])[F:15])[CH:11]=[CH:10][C:5]=1[C:6]([O:8][CH3:9])=[O:7])([O-])=O. The catalyst is C(OCC)(=O)C.[Pd]. The product is [NH2:1][C:4]1[CH:13]=[C:12]([C:14]([F:15])([F:16])[F:17])[CH:11]=[CH:10][C:5]=1[C:6]([O:8][CH3:9])=[O:7]. The yield is 0.950. (4) The reactants are [CH3:1][O:2][C:3]1[CH:4]=[C:5]2[C:10](=[CH:11][CH:12]=1)[C:9]([Cl:13])=[N:8][CH:7]=[CH:6]2.[Br:14]N1C(=O)CCC1=O. The catalyst is C(#N)C. The product is [Br:14][C:4]1[C:3]([O:2][CH3:1])=[CH:12][CH:11]=[C:10]2[C:5]=1[CH:6]=[CH:7][N:8]=[C:9]2[Cl:13]. The yield is 0.552.